Dataset: Full USPTO retrosynthesis dataset with 1.9M reactions from patents (1976-2016). Task: Predict the reactants needed to synthesize the given product. (1) Given the product [CH2:12]([O:11][C:9]([N:1]1[CH2:8][CH2:7][CH2:6][C@H:2]1[C:3]1[O:5][N:34]=[C:31]([CH3:32])[N:33]=1)=[O:10])[C:13]1[CH:18]=[CH:17][CH:16]=[CH:15][CH:14]=1, predict the reactants needed to synthesize it. The reactants are: [N:1]1([C:9]([O:11][CH2:12][C:13]2[CH:18]=[CH:17][CH:16]=[CH:15][CH:14]=2)=[O:10])[CH2:8][CH2:7][CH2:6][C@H:2]1[C:3]([OH:5])=O.C(N1C=CN=C1)(N1C=CN=C1)=O.[C:31](=[N:34]O)([NH2:33])[CH3:32]. (2) Given the product [CH3:1][N:2]([CH3:19])[C:3](=[O:18])[C@@H:4]([CH2:5][OH:6])[NH2:7], predict the reactants needed to synthesize it. The reactants are: [CH3:1][N:2]([CH3:19])[C:3](=[O:18])[C@H:4]([NH:7]C(=O)OCC1C=CC=CC=1)[CH2:5][OH:6]. (3) Given the product [N:4]([C@@H:7]1[C@@H:68]([CH3:69])[O:67][C@H:10]([O:11][C@H:12]2[O:62][C@H:61]([CH3:63])[C@@H:60]([N:64]=[N+:65]=[N-:66])[C@H:51]([O:52][CH2:53][C:54]3[CH:59]=[CH:58][CH:57]=[CH:56][CH:55]=3)[C@@H:13]2[O:14][C@H:15]2[O:37][C@:36]([CH2:39][CH2:40][CH2:41][CH2:42][CH2:43][C:44]([O:46][CH3:47])=[O:45])([CH3:38])[C@@H:35]([N:48]=[N+:49]=[N-:50])[C@H:26]([O:27][CH2:28][C:29]3[CH:34]=[CH:33][CH:32]=[CH:31][CH:30]=3)[C@@H:16]2[OH:17])[C@@H:9]([OH:70])[C@H:8]1[O:71][CH2:72][C:73]1[CH:78]=[CH:77][CH:76]=[CH:75][CH:74]=1)=[N+:5]=[N-:6], predict the reactants needed to synthesize it. The reactants are: C[O-].[Na+].[N:4]([C@@H:7]1[C@@H:68]([CH3:69])[O:67][C@H:10]([O:11][C@H:12]2[O:62][C@H:61]([CH3:63])[C@@H:60]([N:64]=[N+:65]=[N-:66])[C@H:51]([O:52][CH2:53][C:54]3[CH:59]=[CH:58][CH:57]=[CH:56][CH:55]=3)[C@@H:13]2[O:14][C@H:15]2[O:37][C@:36]([CH2:39][CH2:40][CH2:41][CH2:42][CH2:43][C:44]([O:46][CH3:47])=[O:45])([CH3:38])[C@@H:35]([N:48]=[N+:49]=[N-:50])[C@H:26]([O:27][CH2:28][C:29]3[CH:34]=[CH:33][CH:32]=[CH:31][CH:30]=3)[C@@H:16]2[O:17]C(=O)C2C=CC=CC=2)[C@@H:9]([OH:70])[C@H:8]1[O:71][CH2:72][C:73]1[CH:78]=[CH:77][CH:76]=[CH:75][CH:74]=1)=[N+:5]=[N-:6].